This data is from Full USPTO retrosynthesis dataset with 1.9M reactions from patents (1976-2016). The task is: Predict the reactants needed to synthesize the given product. (1) Given the product [CH2:1]([O:8][C:9]1[CH:10]=[C:11]2[C:16](=[CH:17][CH:18]=1)[N:15]([CH:19]1[CH2:20][CH2:21][N:22]([CH:38]=[O:39])[CH2:23][CH2:24]1)[C:14](=[O:25])[N:13]([CH2:26][C:27]1[CH:32]=[CH:31][C:30]([O:33][CH3:34])=[C:29]([O:35][CH3:36])[CH:28]=1)[C:12]2=[O:37])[C:2]1[CH:7]=[CH:6][CH:5]=[CH:4][CH:3]=1, predict the reactants needed to synthesize it. The reactants are: [CH2:1]([O:8][C:9]1[CH:10]=[C:11]2[C:16](=[CH:17][CH:18]=1)[N:15]([CH:19]1[CH2:24][CH2:23][NH:22][CH2:21][CH2:20]1)[C:14](=[O:25])[N:13]([CH2:26][C:27]1[CH:32]=[CH:31][C:30]([O:33][CH3:34])=[C:29]([O:35][CH3:36])[CH:28]=1)[C:12]2=[O:37])[C:2]1[CH:7]=[CH:6][CH:5]=[CH:4][CH:3]=1.[CH:38]([O-])=[O:39].[NH4+]. (2) Given the product [OH:18][CH2:17][C:4]1[CH:3]=[C:12]2[C:7]([CH:8]=[CH:9][C:10]([C:13]([O:15][CH3:16])=[O:14])=[CH:11]2)=[CH:6][CH:5]=1, predict the reactants needed to synthesize it. The reactants are: [BH4-].[Na+].[CH:3]1[C:12]2[C:7](=[CH:8][CH:9]=[C:10]([C:13]([O:15][CH3:16])=[O:14])[CH:11]=2)[CH:6]=[CH:5][C:4]=1[C:17](OC)=[O:18].CO.Cl.